This data is from Forward reaction prediction with 1.9M reactions from USPTO patents (1976-2016). The task is: Predict the product of the given reaction. (1) Given the reactants [C:1]([C:5]1[N:10]=[CH:9][C:8]([C:11]2[N:12]([C:32](Cl)=[O:33])[C:13]([C:25]3[CH:30]=[CH:29][C:28]([Cl:31])=[CH:27][CH:26]=3)([CH3:24])[C:14]([C:17]3[CH:22]=[CH:21][C:20]([Cl:23])=[CH:19][CH:18]=3)([CH3:16])[N:15]=2)=[C:7]([O:35][CH2:36][CH3:37])[CH:6]=1)([CH3:4])([CH3:3])[CH3:2].[N:38]1([C:44]([N:46]2[CH2:51][CH2:50][NH:49][CH2:48][CH2:47]2)=[O:45])[CH2:43][CH2:42][O:41][CH2:40][CH2:39]1, predict the reaction product. The product is: [C:1]([C:5]1[N:10]=[CH:9][C:8]([C:11]2[N:12]([C:32]([N:49]3[CH2:48][CH2:47][N:46]([C:44]([N:38]4[CH2:39][CH2:40][O:41][CH2:42][CH2:43]4)=[O:45])[CH2:51][CH2:50]3)=[O:33])[C@@:13]([C:25]3[CH:26]=[CH:27][C:28]([Cl:31])=[CH:29][CH:30]=3)([CH3:24])[C@@:14]([C:17]3[CH:18]=[CH:19][C:20]([Cl:23])=[CH:21][CH:22]=3)([CH3:16])[N:15]=2)=[C:7]([O:35][CH2:36][CH3:37])[CH:6]=1)([CH3:2])([CH3:3])[CH3:4]. (2) Given the reactants [CH3:1][C:2]1[O:6][N:5]=[C:4]([NH2:7])[CH:3]=1.[Cl:8][C:9]1[CH:14]=[CH:13][C:12]([C:15]2[CH:24]=[CH:23][CH:22]=[C:21]3[C:16]=2[CH:17]=[CH:18][C:19]([S:25](Cl)(=[O:27])=[O:26])=[CH:20]3)=[C:11]([O:29][CH3:30])[CH:10]=1, predict the reaction product. The product is: [Cl:8][C:9]1[CH:14]=[CH:13][C:12]([C:15]2[CH:24]=[CH:23][CH:22]=[C:21]3[C:16]=2[CH:17]=[CH:18][C:19]([S:25]([NH:7][C:4]2[CH:3]=[C:2]([CH3:1])[O:6][N:5]=2)(=[O:26])=[O:27])=[CH:20]3)=[C:11]([O:29][CH3:30])[CH:10]=1. (3) Given the reactants [C:1]([N:4]1[CH2:13][CH2:12][C:11]2[C:6](=[CH:7][C:8]([C:14]3[CH:15]=[C:16]([C:20]4([C:28]5[CH:33]=[CH:32][CH:31]=[CH:30][CH:29]=5)[N:24]=[C:23]([NH2:25])[N:22]([CH3:26])[C:21]4=[O:27])[CH:17]=[CH:18][CH:19]=3)=[CH:9][CH:10]=2)[CH2:5]1)(=[O:3])[CH3:2].[ClH:34], predict the reaction product. The product is: [ClH:34].[C:1]([N:4]1[CH2:13][CH2:12][C:11]2[C:6](=[CH:7][C:8]([C:14]3[CH:15]=[C:16]([C:20]4([C:28]5[CH:33]=[CH:32][CH:31]=[CH:30][CH:29]=5)[N:24]=[C:23]([NH2:25])[N:22]([CH3:26])[C:21]4=[O:27])[CH:17]=[CH:18][CH:19]=3)=[CH:9][CH:10]=2)[CH2:5]1)(=[O:3])[CH3:2].